Dataset: hERG potassium channel inhibition data for cardiac toxicity prediction from Karim et al.. Task: Regression/Classification. Given a drug SMILES string, predict its toxicity properties. Task type varies by dataset: regression for continuous values (e.g., LD50, hERG inhibition percentage) or binary classification for toxic/non-toxic outcomes (e.g., AMES mutagenicity, cardiotoxicity, hepatotoxicity). Dataset: herg_karim. (1) The drug is CC(C)(C)c1cc(CNCC2CCN(CCCCCC(c3ccc(F)cc3)c3ccc(F)cc3)C2)cc(C(C)(C)C)c1. The result is 1 (blocker). (2) The molecule is COc1ccc(CCN2CCC(C(=O)c3ccc(Cl)cc3)CC2)cc1. The result is 1 (blocker). (3) The drug is CN1CCCC(n2nc(Cc3ccc(Cl)cc3)c3ccccc3c2=O)CC1. The result is 1 (blocker). (4) The drug is CN(C)C(=O)COc1ccc2c(c1)C[C@@H](NC[C@H](O)c1ccc(O)c(CCO)c1)CC2. The result is 0 (non-blocker). (5) The molecule is CCc1cccc(CC)c1NC(=O)N1Cc2[nH]nc(NC(=O)c3ccc(N4CCN(C)CC4)cc3)c2C1. The result is 0 (non-blocker). (6) The drug is Cc1cc(C(=O)NCCCN2CCN(c3cccc(Cl)c3Cl)CC2)nc(C)n1.Cl. The result is 0 (non-blocker). (7) The result is 1 (blocker). The drug is COC1COCCC1NC1CCC(C(=O)N2CCN(c3cncc(C(F)(F)F)c3)CC2)(C(C)C)C1.